This data is from Forward reaction prediction with 1.9M reactions from USPTO patents (1976-2016). The task is: Predict the product of the given reaction. Given the reactants [CH2:1]([N:4]=[C:5]=[O:6])[CH:2]=[CH2:3].ON[C:9]([O:11]CC)=[O:10].C([N:16](CC)CC)C, predict the reaction product. The product is: [CH2:1]([N:4]1[C:9](=[O:10])[O:11][NH:16][C:5]1=[O:6])[CH:2]=[CH2:3].